This data is from Reaction yield outcomes from USPTO patents with 853,638 reactions. The task is: Predict the reaction yield, written as a fraction of the theoretical maximum amount of product (1.0 means a 100% yield; for example, 0.34 means a 34% yield). (1) The reactants are Br[C:2]1[CH:3]=[C:4]([CH:8]([NH:14][C:15]([C@@H:17]2[CH2:22][CH2:21][CH2:20][N:19]([C:23](=[O:39])[CH2:24][CH2:25][CH:26]3[CH2:31][CH2:30][N:29]([C:32]([O:34][C:35]([CH3:38])([CH3:37])[CH3:36])=[O:33])[CH2:28][CH2:27]3)[CH2:18]2)=[O:16])[CH2:9][C:10]([O:12][CH3:13])=[O:11])[CH:5]=[N:6][CH:7]=1.[OH:40][C:41]1[CH:46]=[CH:45][CH:44]=[CH:43][C:42]=1B(O)O.[F-].[K+]. The catalyst is C1(C)C=CC=CC=1.C(O)C.O.C1C=CC([P]([Pd]([P](C2C=CC=CC=2)(C2C=CC=CC=2)C2C=CC=CC=2)([P](C2C=CC=CC=2)(C2C=CC=CC=2)C2C=CC=CC=2)[P](C2C=CC=CC=2)(C2C=CC=CC=2)C2C=CC=CC=2)(C2C=CC=CC=2)C2C=CC=CC=2)=CC=1. The product is [OH:40][C:41]1[CH:46]=[CH:45][CH:44]=[CH:43][C:42]=1[C:2]1[CH:3]=[C:4]([CH:8]([NH:14][C:15]([C@@H:17]2[CH2:22][CH2:21][CH2:20][N:19]([C:23](=[O:39])[CH2:24][CH2:25][CH:26]3[CH2:27][CH2:28][N:29]([C:32]([O:34][C:35]([CH3:36])([CH3:38])[CH3:37])=[O:33])[CH2:30][CH2:31]3)[CH2:18]2)=[O:16])[CH2:9][C:10]([O:12][CH3:13])=[O:11])[CH:5]=[N:6][CH:7]=1. The yield is 0.590. (2) The reactants are [Cl:1][C:2]1[CH:3]=[CH:4][C:5]([S:9][CH3:10])=[C:6]([NH2:8])[CH:7]=1.[Cl:11][C:12]1[CH:17]=[CH:16][C:15]([S:18](Cl)(=[O:20])=[O:19])=[C:14]([F:22])[CH:13]=1. No catalyst specified. The product is [Cl:11][C:12]1[CH:17]=[CH:16][C:15]([S:18]([NH:8][C:6]2[CH:7]=[C:2]([Cl:1])[CH:3]=[CH:4][C:5]=2[S:9][CH3:10])(=[O:19])=[O:20])=[C:14]([F:22])[CH:13]=1. The yield is 0.660. (3) The reactants are [C:1]12[C:7](=[CH:8][CH:9]=[CH:10][CH:11]=1)[NH:6]C(=O)[O:4][C:2]2=O.[CH:13]([NH2:16])([CH3:15])[CH3:14]. The catalyst is O. The product is [NH2:6][C:7]1[CH:8]=[CH:9][CH:10]=[CH:11][C:1]=1[C:2]([NH:16][CH:13]([CH3:15])[CH3:14])=[O:4]. The yield is 0.710. (4) The reactants are [Cl:1][C:2]1[C:3](Cl)=[C:4]2[N:10]=[C:9]([C:11]3[CH:16]=[CH:15][C:14]([O:17][CH2:18][CH2:19][N:20]4[CH2:25][CH2:24][O:23][CH2:22][CH2:21]4)=[CH:13][CH:12]=3)[NH:8][C:5]2=[N:6][CH:7]=1.[NH2:27][C:28]1[CH:33]=[CH:32][CH:31]=[CH:30][CH:29]=1. No catalyst specified. The product is [Cl:1][C:2]1[C:3]([NH:27][C:28]2[CH:33]=[CH:32][CH:31]=[CH:30][CH:29]=2)=[C:4]2[NH:10][C:9]([C:11]3[CH:16]=[CH:15][C:14]([O:17][CH2:18][CH2:19][N:20]4[CH2:21][CH2:22][O:23][CH2:24][CH2:25]4)=[CH:13][CH:12]=3)=[N:8][C:5]2=[N:6][CH:7]=1. The yield is 0.440.